This data is from Forward reaction prediction with 1.9M reactions from USPTO patents (1976-2016). The task is: Predict the product of the given reaction. (1) Given the reactants CC(C)(C)C([O:5][CH:6]1[CH:13]2[CH:9]([CH2:10][CH:11]([CH:14]=O)[CH2:12]2)[C:8](=[O:16])[CH:7]1[C:17]1[C:22]([CH2:23][CH3:24])=[CH:21][C:20]([CH3:25])=[CH:19][C:18]=1[CH2:26][CH3:27])=O.C([O-])=O.[Na+].Cl.[NH2:35]O.O, predict the reaction product. The product is: [CH2:26]([C:18]1[CH:19]=[C:20]([CH3:25])[CH:21]=[C:22]([CH2:23][CH3:24])[C:17]=1[CH:7]1[C:6](=[O:5])[CH:13]2[CH:9]([CH2:10][CH:11]([C:14]#[N:35])[CH2:12]2)[C:8]1=[O:16])[CH3:27]. (2) The product is: [O:25]1[CH:26]=[CH:27][C:23]([NH:22][S:19]([C:15]2[CH:14]=[C:13]3[C:18](=[CH:17][CH:16]=2)[N:9]([C:5]2[C:4]([O:29][CH3:30])=[CH:3][C:2]([C:34]4[CH:33]=[C:32]([F:31])[CH:37]=[C:36]([F:38])[CH:35]=4)=[C:7]([F:8])[CH:6]=2)[C:10](=[O:28])[CH:11]=[CH:12]3)(=[O:21])=[O:20])=[N:24]1. Given the reactants Br[C:2]1[C:7]([F:8])=[CH:6][C:5]([N:9]2[C:18]3[C:13](=[CH:14][C:15]([S:19]([NH:22][C:23]4[CH:27]=[CH:26][O:25][N:24]=4)(=[O:21])=[O:20])=[CH:16][CH:17]=3)[CH:12]=[CH:11][C:10]2=[O:28])=[C:4]([O:29][CH3:30])[CH:3]=1.[F:31][C:32]1[CH:33]=[C:34](B(O)O)[CH:35]=[C:36]([F:38])[CH:37]=1.C(=O)([O-])[O-].[K+].[K+], predict the reaction product. (3) Given the reactants C1N=CN(C(N2C=NC=C2)=O)C=1.OC(C(F)(F)F)=O.[CH:20]1([C:26]2[C:27]3[CH:28]=[CH:29][C:30]([C:57](OC(C)(C)C)=[O:58])=[CH:31][C:32]=3[N:33]3[CH2:39][C:38]([C:40]([N:42]4[CH:47]5[CH2:48][CH2:49][CH:43]4[CH2:44][N:45]([CH3:50])[CH2:46]5)=[O:41])=[CH:37][C:36]4[CH:51]=[C:52]([O:55][CH3:56])[CH:53]=[CH:54][C:35]=4[C:34]=23)[CH2:25][CH2:24][CH2:23][CH2:22][CH2:21]1.[CH2:64]([C:66]1([S:69]([NH2:72])(=[O:71])=[O:70])[CH2:68][CH2:67]1)[CH3:65].C1CCN2C(=NCCC2)CC1, predict the reaction product. The product is: [CH:20]1([C:26]2[C:27]3[CH:28]=[CH:29][C:30]([C:57]([NH:72][S:69]([C:66]4([CH2:64][CH3:65])[CH2:68][CH2:67]4)(=[O:71])=[O:70])=[O:58])=[CH:31][C:32]=3[N:33]3[CH2:39][C:38]([C:40]([N:42]4[CH:43]5[CH2:49][CH2:48][CH:47]4[CH2:46][N:45]([CH3:50])[CH2:44]5)=[O:41])=[CH:37][C:36]4[CH:51]=[C:52]([O:55][CH3:56])[CH:53]=[CH:54][C:35]=4[C:34]=23)[CH2:25][CH2:24][CH2:23][CH2:22][CH2:21]1. (4) Given the reactants [CH:1]1([CH2:6][CH:7]([C:25]2[NH:36][C:28]3=[N:29][CH:30]=[C:31]([C:33]([OH:35])=[O:34])[CH:32]=[C:27]3[CH:26]=2)[C:8]2[CH:13]=[CH:12][C:11]([C:14]([CH3:23])([O:16]C3CCCCO3)[CH3:15])=[C:10]([F:24])[CH:9]=2)[CH2:5][CH2:4][CH2:3][CH2:2]1, predict the reaction product. The product is: [CH:1]1([CH2:6][CH:7]([C:25]2[NH:36][C:28]3=[N:29][CH:30]=[C:31]([C:33]([OH:35])=[O:34])[CH:32]=[C:27]3[CH:26]=2)[C:8]2[CH:13]=[CH:12][C:11]([C:14]([OH:16])([CH3:23])[CH3:15])=[C:10]([F:24])[CH:9]=2)[CH2:5][CH2:4][CH2:3][CH2:2]1. (5) Given the reactants [Cl:1][C:2]1[CH:3]=[C:4]([CH:13]=[CH:14][C:15]([CH:21]2[CH2:25][CH2:24][CH2:23][CH2:22]2)([OH:20])[CH2:16][C:17](O)=[O:18])[CH:5]=[CH:6][C:7]=1[C:8]([C:11]#[N:12])([CH3:10])[CH3:9].C1N=CN(C(N2C=NC=C2)=O)C=1.C([O-])(=O)[CH2:39][C:40]([O-])=[O:41], predict the reaction product. The product is: [Cl:1][C:2]1[CH:3]=[C:4]([CH2:13][CH2:14][C:15]2([CH:21]3[CH2:25][CH2:24][CH2:23][CH2:22]3)[CH2:16][C:17](=[O:18])[CH2:39][C:40](=[O:41])[O:20]2)[CH:5]=[CH:6][C:7]=1[C:8]([CH3:10])([CH3:9])[C:11]#[N:12]. (6) Given the reactants [F-].[K+].[Cl:3][C:4]1[CH:5]=[C:6](I)[N:7]=[N:8][CH:9]=1.CN(C=O)C.[F:16][C:17]([Si](C)(C)C)([F:19])[F:18], predict the reaction product. The product is: [Cl:3][C:4]1[CH:5]=[C:6]([C:17]([F:19])([F:18])[F:16])[N:7]=[N:8][CH:9]=1. (7) Given the reactants [CH3:1][NH2:2].Br[CH2:4][C:5]1[CH:12]=[CH:11][C:8]([C:9]#[N:10])=[CH:7][C:6]=1[F:13], predict the reaction product. The product is: [C:9]([C:8]1[CH:11]=[CH:12][C:5]([CH2:4][NH:2][CH3:1])=[C:6]([F:13])[CH:7]=1)#[N:10].